This data is from Reaction yield outcomes from USPTO patents with 853,638 reactions. The task is: Predict the reaction yield, written as a fraction of the theoretical maximum amount of product (1.0 means a 100% yield; for example, 0.34 means a 34% yield). (1) The reactants are [C:1]([C@H:3]1[CH2:6][C@H:5]([CH:7]([NH:9][C:10]([C:12]2[C:20]3[C:15](=[N:16][CH:17]=[C:18]([C:21]4[C:29]5[C:24](=[CH:25][C:26]([F:30])=[CH:27][CH:28]=5)[N:23]([CH3:31])[N:22]=4)[N:19]=3)[N:14](COCC[Si](C)(C)C)[CH:13]=2)=[O:11])[CH3:8])[CH2:4]1)#[N:2].C(O)(C(F)(F)F)=O.C(N)CN. The catalyst is C(Cl)Cl. The product is [C:1]([C@H:3]1[CH2:6][C@H:5]([CH:7]([NH:9][C:10]([C:12]2[C:20]3[C:15](=[N:16][CH:17]=[C:18]([C:21]4[C:29]5[C:24](=[CH:25][C:26]([F:30])=[CH:27][CH:28]=5)[N:23]([CH3:31])[N:22]=4)[N:19]=3)[NH:14][CH:13]=2)=[O:11])[CH3:8])[CH2:4]1)#[N:2]. The yield is 0.570. (2) The reactants are Br[CH2:2][C:3]1[C:15]([Cl:16])=[CH:14][C:6]([C:7]([O:9][C:10]([CH3:13])([CH3:12])[CH3:11])=[O:8])=[C:5]([F:17])[CH:4]=1.[CH3:18][C:19]1([CH3:30])[CH2:28][C:27]2[CH:26]=[C:25]([OH:29])[CH:24]=[CH:23][C:22]=2[CH2:21][CH2:20]1.C(=O)([O-])[O-].[K+].[K+]. The catalyst is CC(C)=O. The product is [Cl:16][C:15]1[C:3]([CH2:2][O:29][C:25]2[CH:24]=[CH:23][C:22]3[CH2:21][CH2:20][C:19]([CH3:30])([CH3:18])[CH2:28][C:27]=3[CH:26]=2)=[CH:4][C:5]([F:17])=[C:6]([CH:14]=1)[C:7]([O:9][C:10]([CH3:13])([CH3:12])[CH3:11])=[O:8]. The yield is 0.850. (3) The reactants are Br[C:2]1[C:16]([CH3:17])=[CH:15][C:5]([O:6][CH2:7][O:8][CH2:9][CH2:10][Si:11]([CH3:14])([CH3:13])[CH3:12])=[C:4]([Cl:18])[CH:3]=1.COC1C(OCOCC[Si](C)(C)C)=CC(C)=C([B:27]([OH:29])[OH:28])C=1. No catalyst specified. The product is [Cl:18][C:4]1[C:5]([O:6][CH2:7][O:8][CH2:9][CH2:10][Si:11]([CH3:14])([CH3:13])[CH3:12])=[CH:15][C:16]([CH3:17])=[C:2]([B:27]([OH:29])[OH:28])[CH:3]=1. The yield is 0.540. (4) The reactants are [CH3:1][N:2]1[C:7](=[O:8])[C:6]([NH:9][C:10]2[CH:15]=[CH:14][C:13]([N:16]3[CH2:21][CH2:20][N:19]([CH3:22])[CH2:18][CH2:17]3)=[CH:12][N:11]=2)=[CH:5][C:4]([C:23]2[CH:30]=[N:29][CH:28]=[C:27]([N:31]3[CH2:43][CH2:42][N:34]4[C:35]5[CH2:36][CH2:37][CH2:38][CH2:39][C:40]=5[CH:41]=[C:33]4[C:32]3=[O:44])[C:24]=2[CH:25]=[O:26])=[CH:3]1.[BH4-].[Na+]. The catalyst is CO. The product is [OH:26][CH2:25][C:24]1[C:23]([C:4]2[CH:5]=[C:6]([NH:9][C:10]3[CH:15]=[CH:14][C:13]([N:16]4[CH2:17][CH2:18][N:19]([CH3:22])[CH2:20][CH2:21]4)=[CH:12][N:11]=3)[C:7](=[O:8])[N:2]([CH3:1])[CH:3]=2)=[CH:30][N:29]=[CH:28][C:27]=1[N:31]1[CH2:43][CH2:42][N:34]2[C:35]3[CH2:36][CH2:37][CH2:38][CH2:39][C:40]=3[CH:41]=[C:33]2[C:32]1=[O:44]. The yield is 0.200. (5) The reactants are C(OC(=O)[N:7]([C:16]1[CH:21]=[C:20]([F:22])[CH:19]=[C:18]([O:23][C:24]2[CH:29]=[CH:28][CH:27]=[C:26]([NH:30][C:31]([N:33]([CH3:35])[CH3:34])=[O:32])[CH:25]=2)[C:17]=1[C:36](=[O:38])[NH2:37])[C:8]1[CH:13]=[CH:12][C:11]([I:14])=[CH:10][C:9]=1[F:15])(C)(C)C.C(O)(C(F)(F)F)=O. The catalyst is C(Cl)Cl. The product is [CH3:34][N:33]([CH3:35])[C:31](=[O:32])[NH:30][C:26]1[CH:25]=[C:24]([CH:29]=[CH:28][CH:27]=1)[O:23][C:18]1[CH:19]=[C:20]([F:22])[CH:21]=[C:16]([NH:7][C:8]2[CH:13]=[CH:12][C:11]([I:14])=[CH:10][C:9]=2[F:15])[C:17]=1[C:36]([NH2:37])=[O:38]. The yield is 0.163. (6) The reactants are [NH2:1][C@@H:2]([CH2:6][C:7]1[CH:12]=[CH:11][C:10]([O:13][CH2:14][CH2:15][C:16]2[N:17]=[C:18]([C:22]3[CH:27]=[CH:26][CH:25]=[CH:24][CH:23]=3)[O:19][C:20]=2[CH3:21])=[C:9]([Br:28])[CH:8]=1)[C:3]([OH:5])=[O:4].[C:29]1([N:35]([CH2:39][CH2:40]O)[CH2:36][CH2:37]O)[CH:34]=[CH:33][CH:32]=[CH:31][CH:30]=1. No catalyst specified. The product is [Br:28][C:9]1[CH:8]=[C:7]([CH2:6][C@H:2]([N:1]2[CH2:37][CH2:36][N:35]([C:29]3[CH:34]=[CH:33][CH:32]=[CH:31][CH:30]=3)[CH2:39][CH2:40]2)[C:3]([OH:5])=[O:4])[CH:12]=[CH:11][C:10]=1[O:13][CH2:14][CH2:15][C:16]1[N:17]=[C:18]([C:22]2[CH:27]=[CH:26][CH:25]=[CH:24][CH:23]=2)[O:19][C:20]=1[CH3:21]. The yield is 0.300. (7) The yield is 0.860. The reactants are [CH2:1]([O:8][C:9]1[CH:18]=[CH:17][C:16]([NH:19][S:20]([C:23]2[CH:28]=[CH:27][CH:26]=[CH:25][C:24]=2[N+:29]([O-])=O)(=[O:22])=[O:21])=[C:15]2[C:10]=1[CH:11]=[CH:12][CH:13]=[N:14]2)[C:2]1[CH:7]=[CH:6][CH:5]=[CH:4][CH:3]=1.Cl[Sn]Cl. The product is [NH2:29][C:24]1[CH:25]=[CH:26][CH:27]=[CH:28][C:23]=1[S:20]([NH:19][C:16]1[CH:17]=[CH:18][C:9]([O:8][CH2:1][C:2]2[CH:3]=[CH:4][CH:5]=[CH:6][CH:7]=2)=[C:10]2[C:15]=1[N:14]=[CH:13][CH:12]=[CH:11]2)(=[O:21])=[O:22]. The catalyst is CCO. (8) The reactants are [CH2:1]([C:3]1[CH:8]=[C:7]([N+:9]([O-])=O)[C:6]([O:12][CH3:13])=[CH:5][C:4]=1[O:14][CH3:15])[CH3:2]. The catalyst is C(O)C. The product is [CH2:1]([C:3]1[C:4]([O:14][CH3:15])=[CH:5][C:6]([O:12][CH3:13])=[C:7]([NH2:9])[CH:8]=1)[CH3:2]. The yield is 0.790. (9) The reactants are I[C:2]1[CH:3]=[C:4]([CH:8]([N:10]([O:22][CH3:23])[C:11]([C:13]2[C:14]([CH:19]([F:21])[F:20])=[N:15][N:16]([CH3:18])[CH:17]=2)=[O:12])[CH3:9])[CH:5]=[CH:6][CH:7]=1.[Cl:24][C:25]1[CH:30]=[CH:29][C:28](B(O)O)=[CH:27][CH:26]=1.C(=O)([O-])[O-].[K+].[K+]. The catalyst is C(O)C.O.C([O-])(=O)C.[Pd+2].C([O-])(=O)C. The product is [Cl:24][C:25]1[CH:30]=[CH:29][C:28]([C:2]2[CH:7]=[CH:6][CH:5]=[C:4]([CH:8]([N:10]([O:22][CH3:23])[C:11]([C:13]3[C:14]([CH:19]([F:21])[F:20])=[N:15][N:16]([CH3:18])[CH:17]=3)=[O:12])[CH3:9])[CH:3]=2)=[CH:27][CH:26]=1. The yield is 0.500. (10) The reactants are [C:1]([NH:4][CH2:5][C:6]([OH:8])=O)(=[O:3])[CH3:2].C(C1NC=CN=1)(C1NC=CN=1)=O.[N+:21]([C:24]1[CH:25]=[CH:26][C:27]([C:30]([NH:32][NH2:33])=[O:31])=[N:28][CH:29]=1)([O-:23])=[O:22]. The catalyst is CN(C=O)C. The product is [N+:21]([C:24]1[CH:25]=[CH:26][C:27]([C:30]([NH:32][NH:33][C:6](=[O:8])[CH2:5][NH:4][C:1](=[O:3])[CH3:2])=[O:31])=[N:28][CH:29]=1)([O-:23])=[O:22]. The yield is 0.710.